Dataset: Full USPTO retrosynthesis dataset with 1.9M reactions from patents (1976-2016). Task: Predict the reactants needed to synthesize the given product. (1) Given the product [NH2:43][C:41]1[N:42]=[C:22]([OH:23])[C:21]([CH2:20][C:19]2[CH:30]=[CH:31][C:16]([O:15][CH2:14][CH2:13][O:12][CH2:11][CH2:10][C:9]([P:4](=[O:5])([O:6][CH2:7][CH3:8])[O:3][CH2:1][CH3:2])([F:35])[F:34])=[CH:17][C:18]=2[O:32][CH3:33])=[C:27]([CH3:28])[N:40]=1, predict the reactants needed to synthesize it. The reactants are: [CH2:1]([O:3][P:4]([C:9]([F:35])([F:34])[CH2:10][CH2:11][O:12][CH2:13][CH2:14][O:15][C:16]1[CH:31]=[CH:30][C:19](/[CH:20]=[C:21](\[C:27](=O)[CH3:28])/[C:22](OCC)=[O:23])=[C:18]([O:32][CH3:33])[CH:17]=1)([O:6][CH2:7][CH3:8])=[O:5])[CH3:2].C(=O)(O)O.[NH2:40][C:41]([NH2:43])=[NH:42]. (2) Given the product [F:30][C:29]([F:32])([F:31])[S:26]([O:1][C:2]1[CH:9]=[C:8]([O:10][CH:11]2[CH2:16][CH2:15][CH2:14][CH2:13][O:12]2)[CH:7]=[C:6]([CH3:17])[C:3]=1[CH:4]=[O:5])(=[O:27])=[O:25], predict the reactants needed to synthesize it. The reactants are: [OH:1][C:2]1[CH:9]=[C:8]([O:10][CH:11]2[CH2:16][CH2:15][CH2:14][CH2:13][O:12]2)[CH:7]=[C:6]([CH3:17])[C:3]=1[CH:4]=[O:5].C(N(CC)CC)C.[O:25](S(C(F)(F)F)(=O)=O)[S:26]([C:29]([F:32])([F:31])[F:30])(=O)=[O:27]. (3) Given the product [CH3:17][C:3]1[S:4][C:5]2[CH:6]=[CH:7][C:8]3[CH:16]=[CH:15][CH:14]=[CH:13][C:9]=3[C:10]=2[C:11](=[O:12])[C:2]=1[C:18]1[CH:23]=[CH:22][CH:21]=[CH:20][CH:19]=1, predict the reactants needed to synthesize it. The reactants are: I[C:2]1[C:11](=[O:12])[C:10]2[C:9]3[CH:13]=[CH:14][CH:15]=[CH:16][C:8]=3[CH:7]=[CH:6][C:5]=2[S:4][C:3]=1[CH3:17].[C:18]1(B(O)O)[CH:23]=[CH:22][CH:21]=[CH:20][CH:19]=1.C(=O)([O-])[O-].[K+].[K+]. (4) Given the product [O:15]=[C:4]([CH2:25][C:26]1[CH:27]=[CH:28][CH:29]=[CH:30][N:36]=1)[CH:5]([NH:7][C:8](=[O:14])[O:9][C:10]([CH3:11])([CH3:12])[CH3:13])[CH3:6], predict the reactants needed to synthesize it. The reactants are: CON(C)[C:4](=[O:15])[CH:5]([NH:7][C:8](=[O:14])[O:9][C:10]([CH3:13])([CH3:12])[CH3:11])[CH3:6].C(=O)=O.C([Mg]Cl)(C)C.[CH2:25]([Mg]Cl)[C:26]1C=[CH:30][CH:29]=[CH:28][CH:27]=1.CC#[N:36].